This data is from Forward reaction prediction with 1.9M reactions from USPTO patents (1976-2016). The task is: Predict the product of the given reaction. (1) Given the reactants [Cl:1][C:2]1[CH:11]=[CH:10][CH:9]=[C:8]([CH2:12][Br:13])[C:3]=1[C:4]([O:6][CH3:7])=[O:5].[C:14]1([P:20]([C:27]2[CH:32]=[CH:31][CH:30]=[CH:29][CH:28]=2)[C:21]2[CH:26]=[CH:25][CH:24]=[CH:23][CH:22]=2)[CH:19]=[CH:18][CH:17]=[CH:16][CH:15]=1, predict the reaction product. The product is: [Br-:13].[Cl:1][C:2]1[C:3]([C:4]([O:6][CH3:7])=[O:5])=[C:8]([CH:9]=[CH:10][CH:11]=1)[CH2:12][P+:20]([C:21]1[CH:22]=[CH:23][CH:24]=[CH:25][CH:26]=1)([C:27]1[CH:32]=[CH:31][CH:30]=[CH:29][CH:28]=1)[C:14]1[CH:15]=[CH:16][CH:17]=[CH:18][CH:19]=1. (2) Given the reactants [NH:1]([C:8]([NH:10][C:11]1[CH:39]=[CH:38][C:14]([O:15][C:16]2[CH:21]=[CH:20][N:19]=[C:18]([NH:22][C:23]([CH:25]3[CH2:30][CH2:29][N:28]([C:31](OC(C)(C)C)=O)[CH2:27][CH2:26]3)=[O:24])[CH:17]=2)=[CH:13][C:12]=1[Cl:40])=[O:9])[C:2]1[CH:7]=[CH:6][CH:5]=[CH:4][CH:3]=1.O.C(=O)(O)O.[OH-].[Na+], predict the reaction product. The product is: [NH:1]([C:8]([NH:10][C:11]1[CH:39]=[CH:38][C:14]([O:15][C:16]2[CH:21]=[CH:20][N:19]=[C:18]([NH:22][C:23]([CH:25]3[CH2:26][CH2:27][N:28]([CH3:31])[CH2:29][CH2:30]3)=[O:24])[CH:17]=2)=[CH:13][C:12]=1[Cl:40])=[O:9])[C:2]1[CH:7]=[CH:6][CH:5]=[CH:4][CH:3]=1. (3) Given the reactants CON(C)[C:4]([C:6]1[N:7]=[CH:8][N:9]([C:11]2[CH:16]=[CH:15][CH:14]=[C:13]([C:17]3[C:18]([Cl:23])=[N:19][CH:20]=[CH:21][CH:22]=3)[CH:12]=2)[CH:10]=1)=[O:5].[CH3:25][N:26]1[CH:30]=[CH:29][N:28]=[CH:27]1, predict the reaction product. The product is: [Cl:23][C:18]1[C:17]([C:13]2[CH:12]=[C:11]([N:9]3[CH:10]=[C:6]([C:4]([C:27]4[N:26]([CH3:25])[CH:30]=[CH:29][N:28]=4)=[O:5])[N:7]=[CH:8]3)[CH:16]=[CH:15][CH:14]=2)=[CH:22][CH:21]=[CH:20][N:19]=1. (4) The product is: [Br:1][C:2]1[CH:3]=[CH:4][C:5]([O:25][C:20]2[CH:21]=[CH:22][C:23]([Cl:24])=[C:18]([Cl:17])[CH:19]=2)=[C:6]([CH:9]=1)[CH:7]=[O:8]. Given the reactants [Br:1][C:2]1[CH:3]=[CH:4][C:5](F)=[C:6]([CH:9]=1)[CH:7]=[O:8].C([O-])([O-])=O.[K+].[K+].[Cl:17][C:18]1[CH:19]=[C:20]([OH:25])[CH:21]=[CH:22][C:23]=1[Cl:24].O, predict the reaction product. (5) Given the reactants Cl.Br[C:3]1[CH:8]=[CH:7][N:6]=[CH:5][CH:4]=1.C(O[C:14]([N:16]1[CH2:21][CH2:20][C:19]2(CCNCC2)C[CH2:17]1)=O)(C)(C)C.C1C=CC(P(C2C=CC3C(=CC=CC=3)C=2C2C3C(=CC=CC=3)C=CC=2P(C2C=CC=CC=2)C2C=CC=CC=2)C2C=CC=CC=2)=CC=1, predict the reaction product. The product is: [CH:21]1([N:16]2[CH2:14][CH2:3][C:8]3([CH2:4][CH2:5][NH:6][CH2:7]3)[CH2:17]2)[CH2:19][CH2:20]1.